From a dataset of Forward reaction prediction with 1.9M reactions from USPTO patents (1976-2016). Predict the product of the given reaction. (1) Given the reactants [C:1]([O:5][C:6](=[O:32])[N:7]([C:17]1[CH:22]=[C:21]([CH2:23][C@H:24]2[C:27](=[O:28])[NH:26][C@@H:25]2[C:29](=O)[NH2:30])[CH:20]=[CH:19][N:18]=1)[CH2:8][C:9]1[CH:14]=[CH:13][C:12]([O:15][CH3:16])=[CH:11][CH:10]=1)([CH3:4])([CH3:3])[CH3:2].N1C=CC=CC=1.FC(F)(F)C(OC(=O)C(F)(F)F)=O, predict the reaction product. The product is: [C:1]([O:5][C:6](=[O:32])[N:7]([C:17]1[CH:22]=[C:21]([CH2:23][C@H:24]2[C:27](=[O:28])[NH:26][C@@H:25]2[C:29]#[N:30])[CH:20]=[CH:19][N:18]=1)[CH2:8][C:9]1[CH:14]=[CH:13][C:12]([O:15][CH3:16])=[CH:11][CH:10]=1)([CH3:4])([CH3:2])[CH3:3]. (2) Given the reactants I[C:2]1[CH:7]=[N:6][C:5]([NH2:8])=[C:4]2[O:9][C:10]([C:12]3[C:20]4[C:15](=[CH:16][N:17]=[N:18][CH:19]=4)[S:14][CH:13]=3)=[CH:11][C:3]=12.CC1(C)C(C)(C)OB([C:29]2[CH:30]=[N:31][N:32]([CH:34]3[CH2:39][CH2:38][N:37]([C:40](=[O:42])[CH3:41])[CH2:36][CH2:35]3)[CH:33]=2)O1.[C:44](=O)([O-:46])[O-:45].[K+].[K+], predict the reaction product. The product is: [CH:44]([OH:46])=[O:45].[CH:44]([OH:46])=[O:45].[NH2:8][C:5]1[N:6]=[CH:7][C:2]([C:29]2[CH:30]=[N:31][N:32]([CH:34]3[CH2:35][CH2:36][N:37]([C:40](=[O:42])[CH3:41])[CH2:38][CH2:39]3)[CH:33]=2)=[C:3]2[CH:11]=[C:10]([C:12]3[C:20]4[C:15](=[CH:16][N:17]=[N:18][CH:19]=4)[S:14][CH:13]=3)[O:9][C:4]=12. (3) The product is: [CH3:1][O:2][C:3](=[O:23])[CH:4]([C:17]1[CH:22]=[CH:21][CH:20]=[CH:19][CH:18]=1)[O:5][CH2:6][CH2:7][NH:8][NH:9][C:10]([O:12][C:13]([CH3:16])([CH3:14])[CH3:15])=[O:11]. Given the reactants [CH3:1][O:2][C:3](=[O:23])[CH:4]([C:17]1[CH:22]=[CH:21][CH:20]=[CH:19][CH:18]=1)[O:5][CH2:6][CH:7]=[N:8][NH:9][C:10]([O:12][C:13]([CH3:16])([CH3:15])[CH3:14])=[O:11], predict the reaction product.